Dataset: Reaction yield outcomes from USPTO patents with 853,638 reactions. Task: Predict the reaction yield, written as a fraction of the theoretical maximum amount of product (1.0 means a 100% yield; for example, 0.34 means a 34% yield). The reactants are CC([O-])(C)C.[K+].[F:7][C:8]1[CH:13]=[C:12]([N:14]2[CH2:18][C:17](F)([F:19])[C:16](F)([F:21])[CH2:15]2)[CH:11]=[CH:10][C:9]=1[N:23]1[CH:28]=[C:27]([O:29][CH3:30])[C:26](=[O:31])[C:25]([C:32]2[N:36]([C:37]3[CH:42]=[CH:41][CH:40]=[CH:39][CH:38]=3)[N:35]=[CH:34][CH:33]=2)=[N:24]1.O. The catalyst is CS(C)=O. The product is [F:21][C:16]1[C:17]([F:19])=[CH:18][N:14]([C:12]2[CH:11]=[CH:10][C:9]([N:23]3[CH:28]=[C:27]([O:29][CH3:30])[C:26](=[O:31])[C:25]([C:32]4[N:36]([C:37]5[CH:42]=[CH:41][CH:40]=[CH:39][CH:38]=5)[N:35]=[CH:34][CH:33]=4)=[N:24]3)=[C:8]([F:7])[CH:13]=2)[CH:15]=1. The yield is 0.320.